Dataset: Peptide-MHC class II binding affinity with 134,281 pairs from IEDB. Task: Regression. Given a peptide amino acid sequence and an MHC pseudo amino acid sequence, predict their binding affinity value. This is MHC class II binding data. The peptide sequence is PNESYKKQVTIRIGC. The MHC is DRB3_0101 with pseudo-sequence DRB3_0101. The binding affinity (normalized) is 0.469.